Task: Regression/Classification. Given a drug SMILES string, predict its absorption, distribution, metabolism, or excretion properties. Task type varies by dataset: regression for continuous measurements (e.g., permeability, clearance, half-life) or binary classification for categorical outcomes (e.g., BBB penetration, CYP inhibition). Dataset: cyp2c19_veith.. Dataset: CYP2C19 inhibition data for predicting drug metabolism from PubChem BioAssay (1) The drug is CCOc1c2ccc(C(=O)NCc3ccc4c(c3)OCO4)cc2nn1CC. The result is 1 (inhibitor). (2) The molecule is O=C(Nc1cccc(F)c1)N1CCC2(CC1)CCN(S(=O)(=O)c1ccccc1)CC2. The result is 0 (non-inhibitor).